From a dataset of Forward reaction prediction with 1.9M reactions from USPTO patents (1976-2016). Predict the product of the given reaction. (1) Given the reactants [CH2:1]([C:3]1[CH:8]=[CH:7][CH:6]=[CH:5][CH:4]=1)[CH3:2].N([O:11][C:12]([CH3:15])(C)C)=O.[OH:16]N1C(=O)C2=CC=CC=C2C1=O.S(=O)(=O)(O)O.[OH-].[Na+].C(=NO)(C1C=CC=CC=1)C.[N+](C(C1C=CC=CC=1)C)([O-])=O.C(C1C=CC=CC=1)(=O)C, predict the reaction product. The product is: [C:12]([O:11][CH:1]([CH3:2])[C:3]1[CH:8]=[CH:7][CH:6]=[CH:5][CH:4]=1)(=[O:16])[CH3:15]. (2) Given the reactants Cl[C:2]1[CH:11]=[CH:10][C:9]2[C:4](=[C:5]([C:12]3[CH:17]=[CH:16][C:15]([C:18]4[CH:19]=[N:20][N:21]([CH3:23])[CH:22]=4)=[CH:14][CH:13]=3)[CH:6]=[N:7][CH:8]=2)[N:3]=1.Cl.CN.C[CH2:28][N:29](CC)CC, predict the reaction product. The product is: [CH3:28][NH:29][C:2]1[CH:11]=[CH:10][C:9]2[C:4](=[C:5]([C:12]3[CH:17]=[CH:16][C:15]([C:18]4[CH:19]=[N:20][N:21]([CH3:23])[CH:22]=4)=[CH:14][CH:13]=3)[CH:6]=[N:7][CH:8]=2)[N:3]=1. (3) Given the reactants [F:1][C:2]([F:23])([F:22])[C:3]1[CH:17]=[C:16]([C:18]([F:21])([F:20])[F:19])[CH:15]=[CH:14][C:4]=1[CH2:5][N:6]1[CH2:11][CH2:10][CH:9]([CH:12]=O)[CH2:8][CH2:7]1.[CH3:24][N:25]([CH3:37])[C:26](=[O:36])[CH2:27][CH2:28][NH:29][C:30]1[CH2:34][S:33][C:32](=[O:35])[N:31]=1.C([O-])(=O)C.[NH2+]1CCCCC1, predict the reaction product. The product is: [F:23][C:2]([F:1])([F:22])[C:3]1[CH:17]=[C:16]([C:18]([F:21])([F:20])[F:19])[CH:15]=[CH:14][C:4]=1[CH2:5][N:6]1[CH2:11][CH2:10][CH:9](/[CH:12]=[C:34]2/[C:30]([NH:29][CH2:28][CH2:27][C:26]([N:25]([CH3:24])[CH3:37])=[O:36])=[N:31][C:32](=[O:35])[S:33]/2)[CH2:8][CH2:7]1. (4) Given the reactants [CH3:1][S:2](Cl)(=[O:4])=[O:3].C(N(C(C)C)CC)(C)C.[N:15]1[CH:20]=[CH:19][CH:18]=[C:17]2[CH2:21][NH:22][CH2:23][C:16]=12, predict the reaction product. The product is: [CH3:1][S:2]([N:22]1[CH2:21][C:17]2[C:16](=[N:15][CH:20]=[CH:19][CH:18]=2)[CH2:23]1)(=[O:4])=[O:3]. (5) Given the reactants [CH3:1][O:2][C:3]1[CH:22]=[CH:21][C:6]([CH2:7][C@@H:8]2[C:12]3=[N:13][C:14]4[CH:19]=[CH:18][CH:17]=[CH:16][C:15]=4[N:11]3[C:10](=[O:20])[NH:9]2)=[CH:5][CH:4]=1.[CH3:23][O:24][C:25]1[CH:30]=[CH:29][C:28]([C@H:31]([NH2:33])[CH3:32])=[CH:27][CH:26]=1.C(O)(C(F)(F)F)=O, predict the reaction product. The product is: [NH:11]1[C:15]2[CH:16]=[CH:17][CH:18]=[CH:19][C:14]=2[N:13]=[C:12]1[C@H:8]([NH:9][C:10]([NH:33][C@@H:31]([C:28]1[CH:29]=[CH:30][C:25]([O:24][CH3:23])=[CH:26][CH:27]=1)[CH3:32])=[O:20])[CH2:7][C:6]1[CH:5]=[CH:4][C:3]([O:2][CH3:1])=[CH:22][CH:21]=1. (6) Given the reactants C([O-])([O-])=O.[Na+].[Na+].O.[CH3:8][C:9]1[CH:31]=[CH:30][CH:29]=[CH:28][C:10]=1[NH:11][CH2:12][C:13]1[CH:18]=[CH:17][CH:16]=[CH:15][C:14]=1B1OC(C)(C)C(C)(C)O1.Br[C:33]1[N:38]=[C:37]([CH2:39][NH:40][C:41]2[C:46]([CH:47]([CH3:49])[CH3:48])=[CH:45][CH:44]=[CH:43][C:42]=2[CH:50]([CH3:52])[CH3:51])[CH:36]=[CH:35][CH:34]=1, predict the reaction product. The product is: [CH:50]([C:42]1[CH:43]=[CH:44][CH:45]=[C:46]([CH:47]([CH3:49])[CH3:48])[C:41]=1[NH:40][CH2:39][C:37]1[CH:36]=[CH:35][CH:34]=[C:33]([C:14]2[CH:15]=[CH:16][CH:17]=[CH:18][C:13]=2[CH2:12][NH:11][C:10]2[CH:28]=[CH:29][CH:30]=[CH:31][C:9]=2[CH3:8])[N:38]=1)([CH3:52])[CH3:51]. (7) Given the reactants [NH:1]1[C:9]2[C:4](=[CH:5][CH:6]=[CH:7][N:8]=2)[CH:3]=[CH:2]1.C1N2CN3CN(C2)CN1C3.[C:20](O)(=[O:22])C, predict the reaction product. The product is: [NH:1]1[C:9]2=[N:8][CH:7]=[CH:6][CH:5]=[C:4]2[C:3]([CH:20]=[O:22])=[CH:2]1. (8) Given the reactants N[C@@H]1CCCC[C@H]1N.[S:9]1[CH:13]=[CH:12][CH:11]=[C:10]1[C:14]([NH2:16])=[O:15].P([O-])([O-])([O-])=O.[K+].[K+].[K+].Br[C:26]1[C:27]2[CH:38]=[C:37]([C:39]([O:41][CH2:42][CH3:43])=[O:40])[S:36][C:28]=2[N:29]([CH:31]([O:33][CH2:34][CH3:35])[CH3:32])[N:30]=1, predict the reaction product. The product is: [CH2:34]([O:33][CH:31]([N:29]1[C:28]2[S:36][C:37]([C:39]([O:41][CH2:42][CH3:43])=[O:40])=[CH:38][C:27]=2[C:26]([NH:16][C:14]([C:10]2[S:9][CH:13]=[CH:12][CH:11]=2)=[O:15])=[N:30]1)[CH3:32])[CH3:35]. (9) Given the reactants [Br:1][C:2]1[C:3]([C@@H:14]([NH:24][C:25](=[O:31])[O:26][C:27]([CH3:30])([CH3:29])[CH3:28])[CH2:15][C:16]2[CH:21]=[C:20]([F:22])[CH:19]=[C:18]([F:23])[CH:17]=2)=[N:4][CH:5]=[C:6](C#CC(O)(C)C)[CH:7]=1.BrC1C([C@@H](NC(=O)OC(C)(C)C)CC2C=C(F)C=C(F)C=2)=NC(Br)=CC=1.[CH3:58][C:59]([CH3:63])([CH3:62])[C:60]#[CH:61], predict the reaction product. The product is: [Br:1][C:2]1[C:3]([C@@H:14]([NH:24][C:25](=[O:31])[O:26][C:27]([CH3:30])([CH3:29])[CH3:28])[CH2:15][C:16]2[CH:21]=[C:20]([F:22])[CH:19]=[C:18]([F:23])[CH:17]=2)=[N:4][C:5]([C:61]#[C:60][C:59]([CH3:63])([CH3:62])[CH3:58])=[CH:6][CH:7]=1.